From a dataset of hERG potassium channel inhibition data for cardiac toxicity prediction from Karim et al.. Regression/Classification. Given a drug SMILES string, predict its toxicity properties. Task type varies by dataset: regression for continuous values (e.g., LD50, hERG inhibition percentage) or binary classification for toxic/non-toxic outcomes (e.g., AMES mutagenicity, cardiotoxicity, hepatotoxicity). Dataset: herg_karim. (1) The drug is Cc1ncoc1-c1nnc(SCCCN2CCC3(CCc4c(Br)cccc43)C2)n1C. The result is 1 (blocker). (2) The molecule is CC1CN(C(=O)C2CN(c3ccncn3)CC2c2ccc(F)cc2F)CC(C)C1(O)c1ccccc1. The result is 0 (non-blocker). (3) The compound is CC(C)(C1CCN(C(=O)c2ccc(S(C)(=O)=O)cc2OC(F)(F)F)CC1)S(=O)(=O)c1cccc(C(F)(F)F)c1. The result is 0 (non-blocker).